Dataset: Reaction yield outcomes from USPTO patents with 853,638 reactions. Task: Predict the reaction yield, written as a fraction of the theoretical maximum amount of product (1.0 means a 100% yield; for example, 0.34 means a 34% yield). (1) The reactants are Br[CH2:2][CH2:3][C:4]1[CH:9]=[CH:8][C:7]([CH2:10][OH:11])=[CH:6][CH:5]=1.[NH:12]1[CH2:17][CH2:16][O:15][CH2:14][CH2:13]1.[Na+].[I-]. The catalyst is C(#N)C. The product is [N:12]1([CH2:2][CH2:3][C:4]2[CH:9]=[CH:8][C:7]([CH2:10][OH:11])=[CH:6][CH:5]=2)[CH2:17][CH2:16][O:15][CH2:14][CH2:13]1. The yield is 0.600. (2) The reactants are C1(P(C2C=CC=CC=2)C2C=CC=CC=2)C=CC=CC=1.BrN1C(=O)CCC1=O.[CH:28]1([CH2:33][CH:34]([C:38]2[CH:43]=[CH:42][C:41]([C:44]([F:47])([F:46])[F:45])=[C:40]([F:48])[CH:39]=2)[C:35]([OH:37])=O)[CH2:32][CH2:31][CH2:30][CH2:29]1.[NH2:49][C:50]1[S:51][CH:52]=[CH:53][N:54]=1. The catalyst is C(Cl)Cl. The product is [CH:28]1([CH2:33][CH:34]([C:38]2[CH:43]=[CH:42][C:41]([C:44]([F:45])([F:47])[F:46])=[C:40]([F:48])[CH:39]=2)[C:35]([NH:49][C:50]2[S:51][CH:52]=[CH:53][N:54]=2)=[O:37])[CH2:29][CH2:30][CH2:31][CH2:32]1. The yield is 0.640. (3) The reactants are [Cl:1][C:2]1[N:7]=[C:6]([Cl:8])[N:5]=[C:4]([C:9]2[CH:14]=[C:13]([Cl:15])[CH:12]=[CH:11][C:10]=2C)[N:3]=1.ClC1C=CC(OCC)=[C:22](C=1)[C:23](O)=[O:24]. No catalyst specified. The product is [Cl:8][C:6]1[N:7]=[C:2]([Cl:1])[N:3]=[C:4]([C:9]2[CH:14]=[C:13]([Cl:15])[CH:12]=[CH:11][C:10]=2[O:24][CH2:23][CH3:22])[N:5]=1. The yield is 0.310. (4) The reactants are [F:1][C:2]1[CH:7]=[CH:6][C:5]([C:8]2[C:12]3=[N:13][CH:14]=[CH:15][C:16]([C:17]4[C:18](O)=[N:19][CH:20]=[N:21][CH:22]=4)=[C:11]3[O:10][N:9]=2)=[CH:4][CH:3]=1.P(Cl)(Cl)([Cl:26])=O. No catalyst specified. The product is [Cl:26][C:18]1[C:17]([C:16]2[CH:15]=[CH:14][N:13]=[C:12]3[C:8]([C:5]4[CH:6]=[CH:7][C:2]([F:1])=[CH:3][CH:4]=4)=[N:9][O:10][C:11]=23)=[CH:22][N:21]=[CH:20][N:19]=1. The yield is 1.00. (5) The catalyst is CN(C=O)C. The yield is 0.290. The reactants are Br[CH2:2][C:3]([C:5]1[CH:10]=[CH:9][C:8]([C:11]([F:14])([F:13])[F:12])=[CH:7][CH:6]=1)=[O:4].[N-:15]=[N+:16]=[N-:17].[Na+]. The product is [N:15]([CH2:2][C:3]([C:5]1[CH:10]=[CH:9][C:8]([C:11]([F:14])([F:13])[F:12])=[CH:7][CH:6]=1)=[O:4])=[N+:16]=[N-:17].